This data is from Full USPTO retrosynthesis dataset with 1.9M reactions from patents (1976-2016). The task is: Predict the reactants needed to synthesize the given product. (1) The reactants are: [OH:1][C:2]1[CH:7]=[C:6]([CH3:8])[C:5]([C:9]2[CH:14]=[CH:13][CH:12]=[C:11]([CH2:15][O:16][C:17]3[CH:22]=[CH:21][C:20]([CH2:23][CH2:24][C:25]([O:27]C)=[O:26])=[CH:19][CH:18]=3)[CH:10]=2)=[C:4]([CH3:29])[CH:3]=1.[CH3:30][C:31]1[N:36]=[C:35]([CH2:37]O)[CH:34]=[CH:33][CH:32]=1.C1(P(C2C=CC=CC=2)C2C=CC=CC=2)C=CC=CC=1.N(C(OC(C)C)=O)=NC(OC(C)C)=O.[OH-].[Na+].[ClH:74].C(OCC)(=O)C.Cl. Given the product [ClH:74].[CH3:8][C:6]1[CH:7]=[C:2]([O:1][CH2:37][C:35]2[CH:34]=[CH:33][CH:32]=[C:31]([CH3:30])[N:36]=2)[CH:3]=[C:4]([CH3:29])[C:5]=1[C:9]1[CH:14]=[CH:13][CH:12]=[C:11]([CH2:15][O:16][C:17]2[CH:22]=[CH:21][C:20]([CH2:23][CH2:24][C:25]([OH:27])=[O:26])=[CH:19][CH:18]=2)[CH:10]=1, predict the reactants needed to synthesize it. (2) The reactants are: [Br:1][C:2]1[CH:3]=[N:4][C:5]2[N:6]([N:8]=[C:9]([C:11]([OH:13])=O)[CH:10]=2)[CH:7]=1.C[CH:15]1[C:24]2[C:19](=[CH:20][CH:21]=[C:22]([C:25]3[CH:30]=[CH:29][N:28]=[CH:27][CH:26]=3)[CH:23]=2)[CH2:18][CH2:17][NH:16]1. Given the product [Br:1][C:2]1[CH:3]=[N:4][C:5]2[N:6]([N:8]=[C:9]([C:11]([N:16]3[CH2:17][CH2:18][C:19]4[C:24](=[CH:23][C:22]([C:25]5[CH:30]=[CH:29][N:28]=[CH:27][CH:26]=5)=[CH:21][CH:20]=4)[CH2:15]3)=[O:13])[CH:10]=2)[CH:7]=1, predict the reactants needed to synthesize it. (3) Given the product [NH:1]1[C:5]2[CH:6]=[CH:7][C:8]([N:10]3[CH:19]([C:18]4[CH:21]=[CH:22][CH:23]=[C:16]([N:11]5[CH2:15][CH2:14][CH2:13][CH2:12]5)[CH:17]=4)[CH2:31][NH:30][C:35]3=[O:36])=[CH:9][C:4]=2[N:3]=[CH:2]1, predict the reactants needed to synthesize it. The reactants are: [NH:1]1[C:5]2[CH:6]=[CH:7][C:8]([NH2:10])=[CH:9][C:4]=2[N:3]=[CH:2]1.[N:11]1([C:16]2[CH:17]=[C:18]([CH:21]=[CH:22][CH:23]=2)[CH:19]=O)[CH2:15][CH2:14][CH2:13][CH2:12]1.[Si](C#N)(C)(C)C.[N:30]1([C:35](N2C=CN=C2)=[O:36])C=CN=[CH:31]1. (4) Given the product [C:23]([C:25]1[C:30]2[N:31]=[C:32]([C:34]([N:36]([CH3:38])[CH3:37])=[O:35])[O:33][C:29]=2[C:28]([N:12]2[CH2:13][CH2:14][C@:10]([CH3:15])([NH:2][CH3:3])[CH2:11]2)=[C:27]([C:40]2[CH:45]=[CH:44][CH:43]=[C:42]([F:46])[CH:41]=2)[C:26]=1[CH3:47])#[N:24], predict the reactants needed to synthesize it. The reactants are: C[N:2]([C@@:10]1([CH3:15])[CH2:14][CH2:13][NH:12][CH2:11]1)[C:3](=O)OC(C)(C)C.C(N(CC)CC)C.[C:23]([C:25]1[C:30]2[N:31]=[C:32]([C:34]([N:36]([CH3:38])[CH3:37])=[O:35])[O:33][C:29]=2[C:28](F)=[C:27]([C:40]2[CH:45]=[CH:44][CH:43]=[C:42]([F:46])[CH:41]=2)[C:26]=1[CH3:47])#[N:24]. (5) Given the product [Cl:1][C:2]1[CH:12]=[C:11]([CH2:13][OH:14])[CH:10]=[CH:9][C:3]=1[O:4][CH2:5][C:6]([NH2:8])=[O:7], predict the reactants needed to synthesize it. The reactants are: [Cl:1][C:2]1[CH:12]=[C:11]([CH:13]=[O:14])[CH:10]=[CH:9][C:3]=1[O:4][CH2:5][C:6]([NH2:8])=[O:7].[BH4-].[Na+]. (6) The reactants are: [CH3:1][O:2][C:3](=[O:21])[CH2:4][C:5]1[CH:10]=[CH:9][CH:8]=[C:7]([O:11][C:12]2[CH:17]=[CH:16][C:15]([Br:18])=[CH:14][C:13]=2[CH2:19]O)[CH:6]=1.P(Br)(Br)[Br:23].C([O-])(O)=O.[Na+]. Given the product [CH3:1][O:2][C:3](=[O:21])[CH2:4][C:5]1[CH:10]=[CH:9][CH:8]=[C:7]([O:11][C:12]2[CH:17]=[CH:16][C:15]([Br:18])=[CH:14][C:13]=2[CH2:19][Br:23])[CH:6]=1, predict the reactants needed to synthesize it. (7) Given the product [CH:35]([C:38]1[CH:39]=[CH:40][C:41]([N:44]2[C:48]3[N:49]=[C:50]([N:61]4[CH2:66][CH2:65][O:64][CH2:63][CH2:62]4)[N:51]=[C:52]([C:53]4[CH:54]=[C:55]([OH:59])[CH:56]=[CH:57][CH:58]=4)[C:47]=3[CH2:46][CH2:45]2)=[CH:42][CH:43]=1)([CH3:37])[CH3:36], predict the reactants needed to synthesize it. The reactants are: ClC1C(CCCl)=C(C2C=CC=C(OC)C=2)N=C(N2CCOCC2)N=1.C(C1C=CC(N)=CC=1)(C)C.[CH:35]([C:38]1[CH:43]=[CH:42][C:41]([N:44]2[C:48]3[N:49]=[C:50]([N:61]4[CH2:66][CH2:65][O:64][CH2:63][CH2:62]4)[N:51]=[C:52]([C:53]4[CH:58]=[CH:57][CH:56]=[C:55]([O:59]C)[CH:54]=4)[C:47]=3[CH2:46][CH2:45]2)=[CH:40][CH:39]=1)([CH3:37])[CH3:36]. (8) Given the product [C:4]([C:3]1[CH:12]=[CH:13][CH:14]=[CH:15][C:2]=1[NH:1][S:25]([C:22]1[CH:21]=[CH:20][C:19]([N+:16]([O-:18])=[O:17])=[CH:24][CH:23]=1)(=[O:26])=[O:27])(=[O:5])[C:6]1[CH:11]=[CH:10][CH:9]=[CH:8][CH:7]=1, predict the reactants needed to synthesize it. The reactants are: [NH2:1][C:2]1[CH:15]=[CH:14][CH:13]=[CH:12][C:3]=1[C:4]([C:6]1[CH:11]=[CH:10][CH:9]=[CH:8][CH:7]=1)=[O:5].[N+:16]([C:19]1[CH:24]=[CH:23][C:22]([S:25](Cl)(=[O:27])=[O:26])=[CH:21][CH:20]=1)([O-:18])=[O:17].N1C=CC=CC=1. (9) Given the product [Cl:1][C:2]1[CH:3]=[C:4]([C:9]2([C:22]([F:23])([F:25])[F:24])[O:13][N:12]=[C:11]([C:14]3[CH:15]=[CH:16][C:17]([CH3:21])=[C:18]([NH:19][C:26](=[O:30])/[CH:27]=[CH:28]/[CH3:29])[CH:20]=3)[CH2:10]2)[CH:5]=[C:6]([Cl:8])[CH:7]=1, predict the reactants needed to synthesize it. The reactants are: [Cl:1][C:2]1[CH:3]=[C:4]([C:9]2([C:22]([F:25])([F:24])[F:23])[O:13][N:12]=[C:11]([C:14]3[CH:15]=[CH:16][C:17]([CH3:21])=[C:18]([CH:20]=3)[NH2:19])[CH2:10]2)[CH:5]=[C:6]([Cl:8])[CH:7]=1.[C:26](O)(=[O:30])/[CH:27]=[CH:28]/[CH3:29].Cl.C(N(CC)CCCN=C=NCC)C.C(=O)([O-])O.[Na+].